From a dataset of Ames mutagenicity test results for genotoxicity prediction. Regression/Classification. Given a drug SMILES string, predict its toxicity properties. Task type varies by dataset: regression for continuous values (e.g., LD50, hERG inhibition percentage) or binary classification for toxic/non-toxic outcomes (e.g., AMES mutagenicity, cardiotoxicity, hepatotoxicity). Dataset: ames. (1) The molecule is c1cc(OC[C@H]2CO2)cc(OC[C@H]2CO2)c1. The result is 1 (mutagenic). (2) The molecule is O=[N+]([O-])c1ccc2c(c1)CCN2. The result is 1 (mutagenic). (3) The molecule is O=CNc1nc(-c2ccc([N+](=O)[O-])o2)cs1. The result is 1 (mutagenic).